This data is from Catalyst prediction with 721,799 reactions and 888 catalyst types from USPTO. The task is: Predict which catalyst facilitates the given reaction. (1) Reactant: [OH-].[Na+].[F:3][C:4]([F:20])([F:19])[CH:5]([C:7]1[CH:12]=[CH:11][C:10]([S:13]C(=O)N(C)C)=[CH:9][CH:8]=1)[OH:6].CO. Product: [F:20][C:4]([F:3])([F:19])[CH:5]([C:7]1[CH:8]=[CH:9][C:10]([SH:13])=[CH:11][CH:12]=1)[OH:6]. The catalyst class is: 1. (2) Reactant: [Li+].[OH-].[Cl:3][C:4]1[S:30][C:7]2[NH:8][C:9]([C:11]([NH:13][CH:14]3[CH2:23][C:22]4[C:17](=[CH:18][CH:19]=[CH:20][CH:21]=4)[N:16]([CH2:24][C:25]([O:27]C)=[O:26])[C:15]3=[O:29])=[O:12])=[CH:10][C:6]=2[CH:5]=1. The catalyst class is: 90. Product: [C:25]([CH2:24][N:16]1[C:17]2[C:22](=[CH:21][CH:20]=[CH:19][CH:18]=2)[CH2:23][CH:14]([NH:13][C:11]([C:9]2[NH:8][C:7]3[S:30][C:4]([Cl:3])=[CH:5][C:6]=3[CH:10]=2)=[O:12])[C:15]1=[O:29])([OH:27])=[O:26]. (3) Reactant: [F:1][C:2]1[N:10]=[C:9]2[C:5]([N:6]=[CH:7][N:8]2[C@@H:11]2[O:33][C@@H:32]([CH2:34][O:35]C(=O)C3C=CC=CC=3)[C@@H:22]([O:23]C(=O)C3C=CC=CC=3)[C@H:12]2[O:13]C(=O)C2C=CC=CC=2)=[C:4]([NH2:44])[N:3]=1.[OH-].[K+].C(O)(=O)C. Product: [F:1][C:2]1[N:10]=[C:9]2[C:5]([N:6]=[CH:7][N:8]2[C@@H:11]2[O:33][C@@H:32]([CH2:34][OH:35])[C@@H:22]([OH:23])[C@H:12]2[OH:13])=[C:4]([NH2:44])[N:3]=1. The catalyst class is: 8. (4) Reactant: [O:1]([C:8]1[CH:9]=[C:10]([C:14]23[CH2:21][CH2:20][C:17]([CH2:22][CH2:23][CH:24]=[O:25])([CH2:18][CH2:19]2)[O:16][CH2:15]3)[CH:11]=[CH:12][CH:13]=1)[C:2]1[CH:7]=[CH:6][CH:5]=[CH:4][CH:3]=1.CC(C[AlH]CC(C)C)C. Product: [O:1]([C:8]1[CH:9]=[C:10]([C:14]23[CH2:21][CH2:20][C:17]([CH2:22][CH2:23][CH2:24][OH:25])([CH2:18][CH2:19]2)[O:16][CH2:15]3)[CH:11]=[CH:12][CH:13]=1)[C:2]1[CH:7]=[CH:6][CH:5]=[CH:4][CH:3]=1. The catalyst class is: 390. (5) Reactant: [S:1]1[C:5]2[CH:6]=[CH:7][CH:8]=[CH:9][C:4]=2[NH:3][C:2]1=[C:10]([C:13]1[N:18]=[C:17]([C:19]([CH3:22])([CH3:21])[CH3:20])[CH:16]=[C:15]([C:23]([F:26])([F:25])[F:24])[N:14]=1)[C:11]#[N:12].[OH-:27].[Na+]. Product: [S:1]1[C:5]2[CH:6]=[CH:7][CH:8]=[CH:9][C:4]=2[NH:3][C:2]1=[C:10]([C:13]1[N:18]=[C:17]([C:19]([CH3:21])([CH3:22])[CH3:20])[CH:16]=[C:15]([C:23]([F:24])([F:25])[F:26])[N:14]=1)[C:11]([NH2:12])=[O:27]. The catalyst class is: 65. (6) Reactant: C([O:4][C:5]1[CH:6]=[C:7]([C:20]([O:22][CH2:23][CH3:24])=[O:21])[CH:8]=[C:9]2[C:13]=1[N:12]([CH:14]1[CH2:19][CH2:18][CH2:17][CH2:16][O:15]1)[N:11]=[CH:10]2)(=O)C.C([O-])([O-])=O.[K+].[K+]. Product: [OH:4][C:5]1[CH:6]=[C:7]([C:20]([O:22][CH2:23][CH3:24])=[O:21])[CH:8]=[C:9]2[C:13]=1[N:12]([CH:14]1[CH2:19][CH2:18][CH2:17][CH2:16][O:15]1)[N:11]=[CH:10]2. The catalyst class is: 14. (7) The catalyst class is: 3. Reactant: [CH:1]([O:4][C:5]1[N:6]=[C:7]([C:10]2[CH:15]=[CH:14][C:13]([OH:16])=[C:12]([O:17][CH3:18])[CH:11]=2)[S:8][CH:9]=1)([CH3:3])[CH3:2].[CH2:19]([O:21][C:22](=[O:38])[CH2:23][N:24]1[C:32]2[C:27](=[CH:28][C:29]([O:33][CH2:34][CH2:35][CH2:36]Br)=[CH:30][CH:31]=2)[CH:26]=[CH:25]1)C.C(=O)([O-])[O-].[Cs+].[Cs+]. Product: [CH3:19][O:21][C:22](=[O:38])[CH2:23][N:24]1[C:32]2[C:27](=[CH:28][C:29]([O:33][CH2:34][CH2:35][CH2:36][O:16][C:13]3[CH:14]=[CH:15][C:10]([C:7]4[S:8][CH:9]=[C:5]([O:4][CH:1]([CH3:3])[CH3:2])[N:6]=4)=[CH:11][C:12]=3[O:17][CH3:18])=[CH:30][CH:31]=2)[CH:26]=[CH:25]1. (8) Reactant: [CH3:1][O:2][C:3]1[C:8]2[N:9]=[C:10]([C:12]([CH:14]3[CH2:19][CH2:18][NH:17][CH2:16][CH2:15]3)=[O:13])[S:11][C:7]=2[CH:6]=[CH:5][CH:4]=1.Cl[CH2:21][C:22]([C:24]1[CH:25]=[CH:26][C:27]2[S:32][CH2:31][C:30](=[O:33])[NH:29][C:28]=2[CH:34]=1)=[O:23].CCN(C(C)C)C(C)C. The catalyst class is: 3. Product: [CH3:1][O:2][C:3]1[C:8]2[N:9]=[C:10]([C:12]([CH:14]3[CH2:19][CH2:18][N:17]([CH2:21][C:22]([C:24]4[CH:25]=[CH:26][C:27]5[S:32][CH2:31][C:30](=[O:33])[NH:29][C:28]=5[CH:34]=4)=[O:23])[CH2:16][CH2:15]3)=[O:13])[S:11][C:7]=2[CH:6]=[CH:5][CH:4]=1. (9) Reactant: Br[C:2]1[C:3]([F:12])=[C:4]2[C:9](=[CH:10][CH:11]=1)[N:8]=[CH:7][CH:6]=[CH:5]2.[C:13]([O-:16])(=[O:15])[CH3:14].[Br-].[C:18]([Zn+2])([CH3:21])([CH3:20])[CH3:19]. Product: [C:18]([O:15][C:13](=[O:16])[CH2:14][C:2]1[C:3]([F:12])=[C:4]2[C:9](=[CH:10][CH:11]=1)[N:8]=[CH:7][CH:6]=[CH:5]2)([CH3:21])([CH3:20])[CH3:19]. The catalyst class is: 602.